From a dataset of HIV replication inhibition screening data with 41,000+ compounds from the AIDS Antiviral Screen. Binary Classification. Given a drug SMILES string, predict its activity (active/inactive) in a high-throughput screening assay against a specified biological target. (1) The compound is O=C(N1CC2(CN(C(=O)C(F)(F)F)CC3(C1)OCCO3)OCCO2)C(F)(F)F. The result is 0 (inactive). (2) The molecule is CSC1=NC(=Cc2ccc(Cl)cc2)C(=O)N1CN1CCCCC1. The result is 0 (inactive). (3) The molecule is Cc1ccc(SC2C(=O)C3CC(OCc4ccccc4)C2(C)C3(C)C)cc1. The result is 0 (inactive). (4) The compound is N#Cc1c(-c2ccco2)cc(-c2ccccc2)nc1O. The result is 0 (inactive).